From a dataset of Forward reaction prediction with 1.9M reactions from USPTO patents (1976-2016). Predict the product of the given reaction. Given the reactants Cl.O1CCOCC1.[OH:8][C@@H:9]([C@@H:27]([NH2:35])[CH2:28][C:29]1[CH:34]=[CH:33][CH:32]=[CH:31][CH:30]=1)[CH2:10][N:11]([CH2:20][CH:21]1[CH2:26][CH2:25][CH2:24][CH2:23][CH2:22]1)[NH:12]C(OC(C)(C)C)=O, predict the reaction product. The product is: [OH:8][C@@H:9]([C@@H:27]([NH2:35])[CH2:28][C:29]1[CH:30]=[CH:31][CH:32]=[CH:33][CH:34]=1)[CH2:10][N:11]([CH2:20][CH:21]1[CH2:22][CH2:23][CH2:24][CH2:25][CH2:26]1)[NH2:12].